Dataset: Catalyst prediction with 721,799 reactions and 888 catalyst types from USPTO. Task: Predict which catalyst facilitates the given reaction. (1) Reactant: [CH3:1][C:2]1[CH:7]=[C:6]([CH3:8])[N:5]2[N:9]=[C:10]([CH2:12]O)[N:11]=[C:4]2[N:3]=1.N1C=CC=CC=1.S(Cl)([Cl:22])=O. Product: [Cl:22][CH2:12][C:10]1[N:11]=[C:4]2[N:3]=[C:2]([CH3:1])[CH:7]=[C:6]([CH3:8])[N:5]2[N:9]=1. The catalyst class is: 46. (2) Reactant: C1(N/[N:8]=[C:9]2/[CH2:10][C:11](=[O:15])[CH2:12][CH2:13][CH2:14]/2)C=CC=CC=1. Product: [CH2:14]1[C:9]2[NH:8][C:10]3[C:9](=[CH:14][CH:13]=[CH:12][CH:11]=3)[C:10]=2[C:11](=[O:15])[CH2:12][CH2:13]1. The catalyst class is: 67. (3) Reactant: C([O:9][CH2:10][CH2:11][O:12][CH2:13][CH2:14][N:15]1[C:23]2[C:22](Cl)=[N:21][CH:20]=[N:19][C:18]=2[CH:17]=[CH:16]1)(=O)C1C=CC=CC=1.[Cl:25][C:26]1[CH:27]=[C:28]([CH:30]=[CH:31][C:32]=1[O:33][C:34]1[CH:39]=[CH:38][CH:37]=[C:36]([S:40]([CH3:43])(=[O:42])=[O:41])[CH:35]=1)[NH2:29].[OH-].[Na+]. Product: [Cl:25][C:26]1[CH:27]=[C:28]([NH:29][C:22]2[C:23]3[N:15]([CH2:14][CH2:13][O:12][CH2:11][CH2:10][OH:9])[CH:16]=[CH:17][C:18]=3[N:19]=[CH:20][N:21]=2)[CH:30]=[CH:31][C:32]=1[O:33][C:34]1[CH:39]=[CH:38][CH:37]=[C:36]([S:40]([CH3:43])(=[O:41])=[O:42])[CH:35]=1. The catalyst class is: 32. (4) Reactant: [OH:1][C:2]1[CH:11]=[C:10]2[C:5]([C:6](=[O:20])[N:7]([CH2:12][C:13]([O:15][C:16]([CH3:19])([CH3:18])[CH3:17])=[O:14])[CH:8]=[N:9]2)=[CH:4][C:3]=1[O:21][CH3:22].Br[CH2:24][CH2:25][CH2:26][OH:27].C(=O)([O-])[O-].[K+].[K+]. Product: [OH:27][CH2:26][CH2:25][CH2:24][O:1][C:2]1[CH:11]=[C:10]2[C:5]([C:6](=[O:20])[N:7]([CH2:12][C:13]([O:15][C:16]([CH3:17])([CH3:18])[CH3:19])=[O:14])[CH:8]=[N:9]2)=[CH:4][C:3]=1[O:21][CH3:22]. The catalyst class is: 9. (5) Reactant: [CH3:1][S:2](Cl)(=[O:4])=[O:3].Cl.Cl.[CH3:8][N:9]1[C:18]2[NH:17][C:16]3[CH:19]=[CH:20][CH:21]=[CH:22][C:15]=3[N:14]([C:23]([C:25]3[CH:30]=[CH:29][C:28]([O:31][CH2:32][CH2:33][CH2:34][N:35]4[CH2:40][CH2:39][NH:38][CH2:37][CH2:36]4)=[C:27]([CH3:41])[CH:26]=3)=[O:24])[CH2:13][C:12]=2[CH:11]=[N:10]1. Product: [CH3:1][S:2]([N:38]1[CH2:37][CH2:36][N:35]([CH2:34][CH2:33][CH2:32][O:31][C:28]2[CH:29]=[CH:30][C:25]([C:23]([N:14]3[CH2:13][C:12]4[CH:11]=[N:10][N:9]([CH3:8])[C:18]=4[NH:17][C:16]4[CH:19]=[CH:20][CH:21]=[CH:22][C:15]3=4)=[O:24])=[CH:26][C:27]=2[CH3:41])[CH2:40][CH2:39]1)(=[O:4])=[O:3]. The catalyst class is: 236. (6) Reactant: [CH3:1][C:2]1[C:7]([N+:8]([O-:10])=[O:9])=[CH:6][CH:5]=[CH:4][C:3]=1[CH2:11][C:12](O)=[O:13].[BH4-].[Na+].CS(O)(=O)=O.Cl. Product: [CH3:1][C:2]1[C:7]([N+:8]([O-:10])=[O:9])=[CH:6][CH:5]=[CH:4][C:3]=1[CH2:11][CH2:12][OH:13]. The catalyst class is: 30. (7) Reactant: C(N(CC)CC)C.[C:8](C(CCCCN)C(O)=O)([O:10][C:11]([CH3:14])([CH3:13])[CH3:12])=[O:9].[CH2:24]([O:31][C:32]1[CH:33]=[C:34]2[C:39](=[C:40]([NH2:42])[CH:41]=1)[N:38]=[CH:37][CH:36]=[CH:35]2)[C:25]1[CH:30]=[CH:29][CH:28]=[CH:27][CH:26]=1.F[P-](F)(F)(F)(F)F.[N:50]1(O[P+](N(C)C)(N(C)C)N(C)C)[C:54]2[CH:55]=[CH:56][CH:57]=[CH:58][C:53]=2N=N1.CN(C=[O:74])C. Product: [CH2:24]([O:31][C:32]1[CH:33]=[C:34]2[C:39](=[C:40]([NH:42][C:53](=[O:74])[CH2:58][CH2:57][CH2:56][CH2:55][CH2:54][NH:50][C:8](=[O:9])[O:10][C:11]([CH3:14])([CH3:13])[CH3:12])[CH:41]=1)[N:38]=[CH:37][CH:36]=[CH:35]2)[C:25]1[CH:30]=[CH:29][CH:28]=[CH:27][CH:26]=1. The catalyst class is: 25. (8) Reactant: C([Si](C)(C)[O:6][CH2:7][CH2:8][O:9][C:10]1[CH:15]=[CH:14][C:13]([C:16]2[N:20]([C:21]3[CH:26]=[CH:25][C:24]([O:27][CH3:28])=[CH:23][CH:22]=3)[N:19]=[C:18]([C:29]([F:32])([F:31])[F:30])[C:17]=2[CH3:33])=[CH:12][CH:11]=1)(C)(C)C.Cl. Product: [CH3:28][O:27][C:24]1[CH:23]=[CH:22][C:21]([N:20]2[C:16]([C:13]3[CH:14]=[CH:15][C:10]([O:9][CH2:8][CH2:7][OH:6])=[CH:11][CH:12]=3)=[C:17]([CH3:33])[C:18]([C:29]([F:32])([F:31])[F:30])=[N:19]2)=[CH:26][CH:25]=1. The catalyst class is: 14.